From a dataset of Forward reaction prediction with 1.9M reactions from USPTO patents (1976-2016). Predict the product of the given reaction. (1) The product is: [ClH:20].[NH2:8][CH2:9][C:10]1([C:17]([OH:19])=[O:18])[CH2:12][CH:11]1[CH2:13][CH:14]([CH3:16])[CH3:15]. Given the reactants C(OC([NH:8][CH2:9][C:10]1([C:17]([OH:19])=[O:18])[CH2:12][CH:11]1[CH2:13][CH:14]([CH3:16])[CH3:15])=O)(C)(C)C.[ClH:20].CCOCC, predict the reaction product. (2) Given the reactants Cl[C:2]1[C:7]([C:8]#[N:9])=[CH:6][N:5]=[CH:4][C:3]=1[F:10].C(=O)([O-])[O-].[K+].[K+].[C:17]([O:21][CH2:22][CH3:23])(=[O:20])[CH2:18][OH:19], predict the reaction product. The product is: [CH2:22]([O:21][C:17]([C:18]1[O:19][C:2]2[C:3]([F:10])=[CH:4][N:5]=[CH:6][C:7]=2[C:8]=1[NH2:9])=[O:20])[CH3:23]. (3) Given the reactants [CH:1]([NH:4][C:5]1[S:6][CH:7]=[C:8]([C:10]2[CH:19]=[C:18]([O:20][CH2:21][CH2:22][C@@H:23]3[NH:37][C:36](=[O:38])[N:35]([CH3:39])[CH2:34][CH2:33][CH2:32][CH2:31][CH:30]=[CH:29][C@H:28]4[C@@:26]([C:40]([O:42]CC)=[O:41])([CH2:27]4)[NH:25][C:24]3=[O:45])[C:17]3[C:12](=[CH:13][C:14]([O:46][CH3:47])=[CH:15][CH:16]=3)[N:11]=2)[N:9]=1)([CH3:3])[CH3:2].C(C1N=C(C2C=C(OCC[C@@H]3NC(=O)N(C)CCCCC=C[C@H]4[C@@](C(O)=O)(C4)NC3=O)C3C(=C(C)C(OC)=CC=3)N=2)SC=1)(C)C, predict the reaction product. The product is: [CH:1]([NH:4][C:5]1[S:6][CH:7]=[C:8]([C:10]2[CH:19]=[C:18]([O:20][CH2:21][CH2:22][C@@H:23]3[NH:37][C:36](=[O:38])[N:35]([CH3:39])[CH2:34][CH2:33][CH2:32][CH2:31][CH:30]=[CH:29][C@H:28]4[C@@:26]([C:40]([OH:42])=[O:41])([CH2:27]4)[NH:25][C:24]3=[O:45])[C:17]3[C:12](=[CH:13][C:14]([O:46][CH3:47])=[CH:15][CH:16]=3)[N:11]=2)[N:9]=1)([CH3:2])[CH3:3]. (4) Given the reactants [Si:1]([O:8][CH2:9][CH:10]([F:13])[CH2:11][OH:12])([C:4]([CH3:7])([CH3:6])[CH3:5])([CH3:3])[CH3:2].[Si](Cl)(C(C)(C)C)(C1C=CC=CC=1)C1C=CC=CC=1.N1C(C)=CC=CC=1C.[S:40](O[S:40]([C:43]([F:46])([F:45])[F:44])(=[O:42])=[O:41])([C:43]([F:46])([F:45])[F:44])(=[O:42])=[O:41], predict the reaction product. The product is: [F:44][C:43]([F:46])([F:45])[S:40]([O:12][CH2:11][CH:10]([F:13])[CH2:9][O:8][Si:1]([C:4]([CH3:7])([CH3:6])[CH3:5])([CH3:3])[CH3:2])(=[O:42])=[O:41]. (5) Given the reactants Cl.[N:2]12[CH2:9][CH2:8][CH:5]([CH2:6][CH2:7]1)[C:4](=[O:10])[CH2:3]2.[OH-].[K+].[N:13]1[CH:18]=[CH:17][CH:16]=[C:15]([CH:19]=O)[CH:14]=1, predict the reaction product. The product is: [N:13]1[CH:18]=[CH:17][CH:16]=[C:15]([CH:19]=[C:3]2[C:4](=[O:10])[CH:5]3[CH2:8][CH2:9][N:2]2[CH2:7][CH2:6]3)[CH:14]=1.